From a dataset of Reaction yield outcomes from USPTO patents with 853,638 reactions. Predict the reaction yield, written as a fraction of the theoretical maximum amount of product (1.0 means a 100% yield; for example, 0.34 means a 34% yield). (1) The reactants are Cl[C:2]1[CH:3]=[C:4]2[C:9](=[C:10]([CH3:12])[CH:11]=1)[S:8][C:7](=[O:13])[C:6]([C:14]([NH:16][CH2:17][C:18]([OH:20])=[O:19])=[O:15])=[C:5]2[OH:21]. The catalyst is [OH-].[Na+].O.[Pd]. The product is [OH:21][C:5]1[C:4]2[C:9](=[C:10]([CH3:12])[CH:11]=[CH:2][CH:3]=2)[S:8][C:7](=[O:13])[C:6]=1[C:14]([NH:16][CH2:17][C:18]([OH:20])=[O:19])=[O:15]. The yield is 0.880. (2) The reactants are [Si:1]([O:8][CH2:9][C@@H:10]1[C@@H:14]([O:15][Si:16]([CH:23]([CH3:25])[CH3:24])([CH:20]([CH3:22])[CH3:21])[CH:17]([CH3:19])[CH3:18])[CH2:13][C@H:12]([NH:26]C(=O)OC(C)(C)C)[CH2:11]1)([C:4]([CH3:7])([CH3:6])[CH3:5])([CH3:3])[CH3:2].CCO. The catalyst is C(Cl)Cl.[Br-].[Zn+2].[Br-]. The product is [Si:1]([O:8][CH2:9][C@@H:10]1[C@@H:14]([O:15][Si:16]([CH:20]([CH3:22])[CH3:21])([CH:17]([CH3:19])[CH3:18])[CH:23]([CH3:24])[CH3:25])[CH2:13][C@H:12]([NH2:26])[CH2:11]1)([C:4]([CH3:5])([CH3:6])[CH3:7])([CH3:3])[CH3:2]. The yield is 0.910. (3) The reactants are C([N:20]1[CH:24]=[C:23]([C:25]2[CH:40]=[CH:39][CH:38]=[CH:37][C:26]=2[O:27][CH2:28][CH2:29][C:30]2[CH:36]=[CH:35][C:33]([NH2:34])=[CH:32][CH:31]=2)[N:22]=[CH:21]1)(C1C=CC=CC=1)(C1C=CC=CC=1)C1C=CC=CC=1.Cl[C:42](Cl)([O:44]C(=O)OC(Cl)(Cl)Cl)Cl.C(N(CC)CC)C.[O:60]1[CH2:65][CH2:64][CH:63]([NH:66][OH:67])[CH2:62][CH2:61]1. The catalyst is ClCCl. The product is [NH:20]1[CH:24]=[C:23]([C:25]2[CH:40]=[CH:39][CH:38]=[CH:37][C:26]=2[O:27][CH2:28][CH2:29][C:30]2[CH:31]=[CH:32][C:33]([NH:34][C:42](=[O:44])[N:66]([OH:67])[CH:63]3[CH2:64][CH2:65][O:60][CH2:61][CH2:62]3)=[CH:35][CH:36]=2)[N:22]=[CH:21]1. The yield is 0.330. (4) The reactants are [CH3:1][C:2]1[CH:3]=[N:4][CH:5]=[C:6]([CH:9]=1)C#N.[C:10]([O-:13])([O-])=O.[Na+].[Na+].[CH2:16]1COCC1. The catalyst is CCOCC. The product is [CH3:1][C:2]1[CH:9]=[C:6]([C:10](=[O:13])[CH3:16])[CH:5]=[N:4][CH:3]=1. The yield is 0.300.